Predict the reaction yield, written as a fraction of the theoretical maximum amount of product (1.0 means a 100% yield; for example, 0.34 means a 34% yield). From a dataset of Reaction yield outcomes from USPTO patents with 853,638 reactions. The reactants are [F:1][C:2]1[CH:7]=[C:6]([N+:8]([O-])=O)[C:5]([O:11][CH3:12])=[CH:4][C:3]=1[O:13][CH3:14]. The catalyst is CCO.CCOC(C)=O.[Pd]. The product is [F:1][C:2]1[C:3]([O:13][CH3:14])=[CH:4][C:5]([O:11][CH3:12])=[C:6]([CH:7]=1)[NH2:8]. The yield is 1.00.